This data is from Catalyst prediction with 721,799 reactions and 888 catalyst types from USPTO. The task is: Predict which catalyst facilitates the given reaction. (1) Reactant: [N:1]1([C:7]2[N:8]=[C:9]([CH2:14][C:15]([O-:17])=O)[NH:10][C:11](=[O:13])[CH:12]=2)[CH2:6][CH2:5][O:4][CH2:3][CH2:2]1.[Na+].[F:19][C:20]([F:32])([O:24][C:25]1[CH:26]=[C:27]([CH:29]=[CH:30][CH:31]=1)[NH2:28])[CH:21]([F:23])[F:22].Cl.CN(C)CCCN=C=NCC. Product: [N:1]1([C:7]2[N:8]=[C:9]([CH2:14][C:15]([NH:28][C:27]3[CH:29]=[CH:30][CH:31]=[C:25]([O:24][C:20]([F:19])([F:32])[CH:21]([F:22])[F:23])[CH:26]=3)=[O:17])[NH:10][C:11](=[O:13])[CH:12]=2)[CH2:2][CH2:3][O:4][CH2:5][CH2:6]1. The catalyst class is: 672. (2) Product: [C:28]([O:32][C:33]([NH:35][C@@H:36]([C:38]1[C:39]([F:67])=[C:40]([C:44]2[CH:49]=[C:48]([CH2:36][CH2:38][CH2:39][F:67])[CH:47]=[C:46]([CH2:51][O:52][C:53]3[CH:58]=[CH:57][CH:56]=[CH:55][C:54]=3[CH2:13][C:14]([O:16][C:17]([CH3:18])([CH3:20])[CH3:19])=[O:15])[CH:45]=2)[CH:41]=[CH:42][CH:43]=1)[CH3:37])=[O:34])([CH3:29])([CH3:31])[CH3:30]. Reactant: ClC1C=C(C=C(CCCF)C=1)COC1C=CC=CC=1[CH2:13][C:14]([O:16][C:17]([CH3:20])([CH3:19])[CH3:18])=[O:15].[C:28]([O:32][C:33]([NH:35][C@@H:36]([C:38]1[C:39]([F:67])=[C:40]([C:44]2[CH:49]=[C:48](O)[CH:47]=[C:46]([CH2:51][O:52][C:53]3[CH:58]=[CH:57][CH:56]=[CH:55][C:54]=3CC(OC(C)(C)C)=O)[CH:45]=2)[CH:41]=[CH:42][CH:43]=1)[CH3:37])=[O:34])([CH3:31])([CH3:30])[CH3:29].[O-]P([O-])([O-])=O.[K+].[K+].[K+]. The catalyst class is: 3. (3) Reactant: [F:1][C:2]1[CH:10]=[C:9]2[C:5]([C:6]([C:11]3[CH2:12][CH2:13][NH:14][CH2:15][CH:16]=3)=[CH:7][NH:8]2)=[CH:4][CH:3]=1.CS(O[CH2:22][CH2:23][CH:24]1[C:29]2[CH:30]=[CH:31][C:32]([C:34]([NH2:36])=[O:35])=[CH:33][C:28]=2[CH2:27][CH2:26][O:25]1)(=O)=O.C(=O)([O-])[O-].[K+].[K+].[I-].[K+]. Product: [F:1][C:2]1[CH:10]=[C:9]2[C:5]([C:6]([C:11]3[CH2:12][CH2:13][N:14]([CH2:22][CH2:23][CH:24]4[C:29]5[CH:30]=[CH:31][C:32]([C:34]([NH2:36])=[O:35])=[CH:33][C:28]=5[CH2:27][CH2:26][O:25]4)[CH2:15][CH:16]=3)=[CH:7][NH:8]2)=[CH:4][CH:3]=1. The catalyst class is: 192. (4) The catalyst class is: 222. Reactant: [C:1]([O:5][C:6]([N:8]1[CH2:13][CH2:12][N:11]([C:14]2[CH:19]=[CH:18][N:17]=[C:16](Cl)[CH:15]=2)[CH2:10][CH2:9]1)=[O:7])([CH3:4])([CH3:3])[CH3:2].[CH:21]1([NH2:26])[CH2:25][CH2:24][CH2:23][CH2:22]1.CC(C)([O-])C.[Na+].C1C=CC(P(C2C(C3C(P(C4C=CC=CC=4)C4C=CC=CC=4)=CC=C4C=3C=CC=C4)=C3C(C=CC=C3)=CC=2)C2C=CC=CC=2)=CC=1. Product: [CH:21]1([NH:26][C:16]2[CH:15]=[C:14]([N:11]3[CH2:12][CH2:13][N:8]([C:6]([O:5][C:1]([CH3:4])([CH3:3])[CH3:2])=[O:7])[CH2:9][CH2:10]3)[CH:19]=[CH:18][N:17]=2)[CH2:25][CH2:24][CH2:23][CH2:22]1.